Dataset: Antibody developability classification from SAbDab with 2,409 antibodies. Task: Regression/Classification. Given an antibody's heavy chain and light chain sequences, predict its developability. TAP uses regression for 5 developability metrics; SAbDab uses binary classification. (1) The antibody is ['QVQLVQSGAEVKKPGSSVKVSCKASGGTFNSYAFSWVRQAPGQGLEWMGSIIPIFGTTNYAQKFQGRVTITADESTSTAYMELSSLRSEDTAVYYCARYFDTYNNYGFANWGQGTLVTVSS', 'DIELTQPPSVSVVPGQTARISCSGDNIPYEYASWYQQKPGQAPVLVIYGDNNRPSGIPERFSGSNSGNTATLTISGTQAEDEADYYCASWDSMTVDGVFGGGTKLTVL']. Result: 0 (not developable). (2) The antibody is ['QVQLVQSGAEVKKPGASVRVSCKASGYTFTSYGISWVRQAPGQGLEWMGWISGYDGNTNYAQKLQGRVTMTTDTSTSTAYMELRSLRSDDTAVYYCARDGPQVGDFDWQVYYYYGMDVWGQGTTVTVSS', 'AIRMTQSPSTLSASVGDRVTITCRASQSINTWLAWYQQKPGKAPNLLISKASSLESGVPSRFSGSGSGTEFTLTISSLQPDDFATYFCQQYNSYLYTFGQGTKVEIR']. Result: 0 (not developable).